From a dataset of Reaction yield outcomes from USPTO patents with 853,638 reactions. Predict the reaction yield, written as a fraction of the theoretical maximum amount of product (1.0 means a 100% yield; for example, 0.34 means a 34% yield). (1) The reactants are [Br:1][C:2]1[C:7]([F:8])=[CH:6][C:5]([NH:9][N:10]=[C:11]([C:16](=[O:20])[CH2:17][O:18][CH3:19])[C:12]([O:14][CH3:15])=[O:13])=[C:4]([F:21])[CH:3]=1.[CH3:22]COC(C)=O.CO. The catalyst is COC(OC)N(C)C. The product is [Br:1][C:2]1[C:7]([F:8])=[CH:6][C:5]([N:9]2[CH:22]=[C:17]([O:18][CH3:19])[C:16](=[O:20])[C:11]([C:12]([O:14][CH3:15])=[O:13])=[N:10]2)=[C:4]([F:21])[CH:3]=1. The yield is 0.830. (2) The reactants are [O:1]=[C:2]1[CH2:7][CH2:6][CH2:5][S:4][C:3]1=[CH:8][C:9]1[CH:14]=[CH:13][C:12]([CH:15]([CH3:19])[C:16]([OH:18])=[O:17])=[CH:11][CH:10]=1.[BH4-].[Na+].C(O)(=O)CC(CC(O)=O)(C(O)=O)O. The catalyst is CO. The product is [OH:1][CH:2]1[CH2:7][CH2:6][CH2:5][S:4][C:3]1=[CH:8][C:9]1[CH:14]=[CH:13][C:12]([CH:15]([CH3:19])[C:16]([OH:18])=[O:17])=[CH:11][CH:10]=1. The yield is 0.300.